From a dataset of Forward reaction prediction with 1.9M reactions from USPTO patents (1976-2016). Predict the product of the given reaction. (1) Given the reactants [OH:1][C@@:2]1([CH2:39][O:40][CH3:41])[CH2:7][CH2:6][CH2:5][CH2:4][C@H:3]1[N:8]1[C:12]([C:13]2[CH:18]=[CH:17][CH:16]=[CH:15][CH:14]=2)=[C:11]([C:19]([N:21]2[CH2:26][CH2:25][NH:24][CH2:23][C@H:22]2[CH2:27][CH2:28][O:29][C:30]2[CH:35]=[CH:34][C:33]([C:36](=[O:38])[CH3:37])=[CH:32][CH:31]=2)=[O:20])[N:10]=[CH:9]1.C(C1C=CC=CC=1OC[C@H]1NCCN(C(OC(C)(C)C)=O)C1)#N.[BH4-].[Na+].C(=O)([O-])O.[Na+], predict the reaction product. The product is: [OH:38][CH:36]([C:33]1[CH:34]=[CH:35][C:30]([O:29][CH2:28][CH2:27][C@@H:22]2[CH2:23][NH:24][CH2:25][CH2:26][N:21]2[C:19]([C:11]2[N:10]=[CH:9][N:8]([C@@H:3]3[CH2:4][CH2:5][CH2:6][CH2:7][C@:2]3([CH2:39][O:40][CH3:41])[OH:1])[C:12]=2[C:13]2[CH:18]=[CH:17][CH:16]=[CH:15][CH:14]=2)=[O:20])=[CH:31][CH:32]=1)[CH3:37]. (2) Given the reactants [CH3:1][C:2]1[C:3]2[CH:10]=[CH:9][NH:8][C:4]=2[N:5]=[CH:6][N:7]=1.[F:11][C:12]1[C:17]([CH:18]=[O:19])=[C:16]([F:20])[CH:15]=[CH:14][C:13]=1[NH:21][S:22]([CH2:25][CH:26]([CH3:28])[CH3:27])(=[O:24])=[O:23].[OH-].[K+].Cl, predict the reaction product. The product is: [F:11][C:12]1[C:17]([CH:18]([OH:19])[C:10]2[C:3]3[C:2]([CH3:1])=[N:7][CH:6]=[N:5][C:4]=3[NH:8][CH:9]=2)=[C:16]([F:20])[CH:15]=[CH:14][C:13]=1[NH:21][S:22]([CH2:25][CH:26]([CH3:28])[CH3:27])(=[O:24])=[O:23]. (3) Given the reactants [Cl:1][C:2]1[C:3]2[CH:14]=[C:13]([Cl:15])[CH:12]=[CH:11][C:4]=2[N:5]([CH3:10])[C:6](=[O:9])[CH2:7][N:8]=1.CC(C)([O-])C.[K+].[Br:22][C:23]1[CH:30]=[CH:29][CH:28]=[CH:27][C:24]=1[CH2:25]Br.N1CCNCC1, predict the reaction product. The product is: [Br:22][C:23]1[CH:30]=[CH:29][CH:28]=[CH:27][C:24]=1[CH2:25][CH:7]1[C:6](=[O:9])[N:5]([CH3:10])[C:4]2[CH:11]=[CH:12][C:13]([Cl:15])=[CH:14][C:3]=2[C:2]([Cl:1])=[N:8]1. (4) Given the reactants [H-].[Al+3].[Li+].[H-].[H-].[H-].[Br:7][C:8]1[C:17]([C:18](OC)=[O:19])=[C:16]2[C:11]([NH:12][C:13]([CH3:24])([CH3:23])[C:14](=[O:22])[NH:15]2)=[CH:10][CH:9]=1.C(OCC)(=O)C.Cl, predict the reaction product. The product is: [Br:7][C:8]1[C:17]([CH2:18][OH:19])=[C:16]2[C:11]([NH:12][C:13]([CH3:24])([CH3:23])[C:14](=[O:22])[NH:15]2)=[CH:10][CH:9]=1.